From a dataset of Full USPTO retrosynthesis dataset with 1.9M reactions from patents (1976-2016). Predict the reactants needed to synthesize the given product. (1) Given the product [CH3:1][C:2]1[C:3]([C:22]([NH:25][CH2:26][CH2:27][N:28]2[CH2:33][CH2:32][CH2:31][CH2:30][CH2:29]2)=[O:23])=[CH:4][C:5]2[C:6]3[N:15]([CH:16]4[CH2:21][CH2:20][O:19][CH2:18][CH2:17]4)[N:14]=[CH:13][C:7]=3[C:8](=[O:12])[NH:9][C:10]=2[CH:11]=1, predict the reactants needed to synthesize it. The reactants are: [CH3:1][C:2]1[C:3]([C:22](O)=[O:23])=[CH:4][C:5]2[C:6]3[N:15]([CH:16]4[CH2:21][CH2:20][O:19][CH2:18][CH2:17]4)[N:14]=[CH:13][C:7]=3[C:8](=[O:12])[NH:9][C:10]=2[CH:11]=1.[NH2:25][CH2:26][CH2:27][N:28]1[CH2:33][CH2:32][CH2:31][CH2:30][CH2:29]1.CCN(C(C)C)C(C)C.CN(C(ON1N=NC2C=CC=NC1=2)=[N+](C)C)C.F[P-](F)(F)(F)(F)F. (2) Given the product [OH:2][C:3]1[CH:8]=[CH:7][C:6]([N:9]([CH3:19])[C:10](=[O:18])[CH2:11][C:12]2[CH:13]=[CH:14][CH:15]=[CH:16][CH:17]=2)=[CH:5][CH:4]=1, predict the reactants needed to synthesize it. The reactants are: C[O:2][C:3]1[CH:8]=[CH:7][C:6]([N:9]([CH3:19])[C:10](=[O:18])[CH2:11][C:12]2[CH:17]=[CH:16][CH:15]=[CH:14][CH:13]=2)=[CH:5][CH:4]=1.B(Br)(Br)Br.C([O-])([O-])=O.[Na+].[Na+]. (3) The reactants are: C[O:2][P:3]([O:7][CH3:8])([O:5]C)=[O:4].[OH:9][C@@H:10]1[C@H:14]([OH:15])[C@@H:13](CO)[O:12][C@H:11]1[N:18]1[CH:27]=[C:26]([CH3:28])[C:25]2[C:20](=[CH:21][CH:22]=[CH:23][CH:24]=2)[C:19]1=[O:29].CN(C1C2C(N(C)C)=CC=CC=2C=CC=1)C.P(Cl)(Cl)(Cl)=O.C(N(CCCC)CCCC)CCC.[O-:64][P:65]([O:68][P:69]([O-])([O-:71])=[O:70])(=[O:67])[O-:66].C([NH+](CCCC)CCCC)CCC.C([NH+](CCCC)CCCC)CCC.C([NH+](CCCC)CCCC)CCC.C([NH+](CCCC)CCCC)CCC. Given the product [NH4+:18].[NH4+:18].[NH4+:18].[O:7]([CH2:8][C@@H:13]1[C@@H:14]([OH:15])[C@@H:10]([OH:9])[C@H:11]([N:18]2[CH:27]=[C:26]([CH3:28])[C:25]3[C:20](=[CH:21][CH:22]=[CH:23][CH:24]=3)[C:19]2=[O:29])[O:12]1)[P:3]([O:2][P:69]([O:68][P:65]([OH:67])([O-:66])=[O:64])([O-:71])=[O:70])(=[O:4])[O-:5], predict the reactants needed to synthesize it. (4) Given the product [CH3:17][C:14]1[CH:15]=[CH:16][C:11]([C:6]2[N:2]([CH3:1])[N:3]=[CH:4][CH:5]=2)=[CH:12][CH:13]=1, predict the reactants needed to synthesize it. The reactants are: [CH3:1][N:2]1[C:6](B(O)O)=[CH:5][CH:4]=[N:3]1.Br[C:11]1[CH:16]=[CH:15][C:14]([CH3:17])=[CH:13][CH:12]=1.